Regression. Given a peptide amino acid sequence and an MHC pseudo amino acid sequence, predict their binding affinity value. This is MHC class I binding data. From a dataset of Peptide-MHC class I binding affinity with 185,985 pairs from IEDB/IMGT. The peptide sequence is YVWWAAVIY. The MHC is HLA-A26:01 with pseudo-sequence HLA-A26:01. The binding affinity (normalized) is 0.0847.